Dataset: Human liver microsome stability data. Task: Regression/Classification. Given a drug SMILES string, predict its absorption, distribution, metabolism, or excretion properties. Task type varies by dataset: regression for continuous measurements (e.g., permeability, clearance, half-life) or binary classification for categorical outcomes (e.g., BBB penetration, CYP inhibition). Dataset: hlm. (1) The compound is COc1cc2nc(C)c(-c3ccccc3)c(O)c2cc1Cl. The result is 0 (unstable in human liver microsomes). (2) The molecule is CCN(CC)CCOc1ccc2c(O)c3ccc(Cl)cc3nc2c1. The result is 0 (unstable in human liver microsomes). (3) The drug is COCCOc1cc2c(N3CCN(C(=O)Nc4ccc(OC(C)C)cc4)CC3)ncnc2cc1OCCN1CCCCC1. The result is 0 (unstable in human liver microsomes). (4) The drug is COc1ccc2c(c1)[C@]1(C[C@H]1c1ccc3c(C=Cc4ccc(CN(C)C)cc4)[nH]nc3c1)C(=O)N2. The result is 0 (unstable in human liver microsomes). (5) The compound is COc1ccc(C2=Nc3c(C(C)(C)C)nn(CCCO)c3C(=O)NC2)cc1-c1ccccc1F. The result is 0 (unstable in human liver microsomes). (6) The drug is CC#CC(CC(=O)O)c1ccc(OCc2ccc(C(=O)N3CCC4(C=Cc5ccccc54)CC3)cc2)cc1. The result is 1 (stable in human liver microsomes).